The task is: Predict which catalyst facilitates the given reaction.. This data is from Catalyst prediction with 721,799 reactions and 888 catalyst types from USPTO. (1) Product: [O:1]=[C:2]1[NH:15][C:5]2([C:14]3[C:9](=[CH:10][CH:11]=[CH:12][CH:13]=3)[CH2:8][CH2:7][CH2:6]2)[C:4](=[O:16])[N:3]1[CH2:17][C:18]([OH:20])=[O:19]. Reactant: [O:1]=[C:2]1[NH:15][C:5]2([C:14]3[C:9](=[CH:10][CH:11]=[CH:12][CH:13]=3)[CH2:8][CH2:7][CH2:6]2)[C:4](=[O:16])[N:3]1[CH2:17][C:18]([O:20]C(C)(C)C)=[O:19].C(O)(C(F)(F)F)=O. The catalyst class is: 2. (2) The catalyst class is: 1. Product: [CH2:14]([NH:13][CH:6]([CH3:5])[CH2:7][CH2:8][CH2:9][CH2:10][CH2:11][CH3:12])[CH3:15]. Reactant: B.CSC.[CH3:5][CH:6]([NH:13][C:14](=O)[CH3:15])[CH2:7][CH2:8][CH2:9][CH2:10][CH2:11][CH3:12]. (3) Reactant: [CH:1]1([N:6]2[C:10]3[N:11]=[C:12]([NH:15][C:16]4[CH:21]=[CH:20][C:19]([N:22]5[CH2:26][CH2:25][C@@H:24]([O:27][Si](C(C)(C)C)(C)C)[CH2:23]5)=[CH:18][N:17]=4)[N:13]=[CH:14][C:9]=3[C:8]3[CH:35]=[CH:36][C:37](=[O:40])[N:38]([CH3:39])[C:7]2=3)[CH2:5][CH2:4][CH2:3][CH2:2]1.[F-].C([N+](CCCC)(CCCC)CCCC)CCC.C([O-])(O)=O.[Na+].C(OCC)C. Product: [CH:1]1([N:6]2[C:10]3[N:11]=[C:12]([NH:15][C:16]4[CH:21]=[CH:20][C:19]([N:22]5[CH2:26][CH2:25][C@@H:24]([OH:27])[CH2:23]5)=[CH:18][N:17]=4)[N:13]=[CH:14][C:9]=3[C:8]3[CH:35]=[CH:36][C:37](=[O:40])[N:38]([CH3:39])[C:7]2=3)[CH2:2][CH2:3][CH2:4][CH2:5]1. The catalyst class is: 36. (4) Reactant: [H-].[Na+].[C:3]([O:7][C:8]([N:10]1[CH2:15][CH2:14][CH:13]([CH2:16][CH2:17][CH:18]=O)[CH2:12][CH2:11]1)=[O:9])([CH3:6])([CH3:5])[CH3:4].C(OP([CH2:28][C:29]1[CH:34]=[CH:33][C:32]([S:35][CH3:36])=[CH:31][CH:30]=1)(=O)OCC)C.O. Product: [C:3]([O:7][C:8]([N:10]1[CH2:15][CH2:14][CH:13]([CH2:16][CH2:17]/[CH:18]=[CH:28]/[C:29]2[CH:34]=[CH:33][C:32]([S:35][CH3:36])=[CH:31][CH:30]=2)[CH2:12][CH2:11]1)=[O:9])([CH3:6])([CH3:5])[CH3:4]. The catalyst class is: 57. (5) Reactant: [NH2:1][CH2:2][CH2:3][S:4][S:5][CH2:6][CH2:7][NH:8][C:9](=[O:15])[O:10][C:11]([CH3:14])([CH3:13])[CH3:12].[CH3:16][C:17]1[CH:18]=[N:19][C:20]([C:24](O)=[O:25])=[CH:21][N+:22]=1[O-:23].CN(C(ON1N=NC2C=CC=NC1=2)=[N+](C)C)C.F[P-](F)(F)(F)(F)F.CCN(C(C)C)C(C)C. Product: [C:11]([O:10][C:9]([NH:8][CH2:7][CH2:6][S:5][S:4][CH2:3][CH2:2][NH:1][C:24]([C:20]1[N:19]=[CH:18][C:17]([CH3:16])=[N+:22]([O-:23])[CH:21]=1)=[O:25])=[O:15])([CH3:12])([CH3:14])[CH3:13]. The catalyst class is: 31. (6) Reactant: [CH3:1][C:2]1([C:5]([OH:7])=O)[CH2:4][CH2:3]1.C(Cl)(=O)C(Cl)=O.Br.[NH2:15][C:16]1[C:24](O)=[CH:23][CH:22]=[CH:21][C:17]=1[C:18]([OH:20])=[O:19].C(N(CC)CC)C.O.C1(C)C=CC(S(O)(=O)=O)=CC=1. Product: [CH3:1][C:2]1([C:5]2[O:7][C:24]3[C:16](=[C:17]([C:18]([OH:20])=[O:19])[CH:21]=[CH:22][CH:23]=3)[N:15]=2)[CH2:4][CH2:3]1. The catalyst class is: 46. (7) Reactant: F[C:2]1[CH:7]=[C:6]([F:8])[CH:5]=[CH:4][C:3]=1[N+:9]([O-:11])=[O:10].[F:12][C:13]([F:17])([F:16])[CH2:14][OH:15].C([O-])([O-])=O.[Cs+].[Cs+]. Product: [F:8][C:6]1[CH:5]=[CH:4][C:3]([N+:9]([O-:11])=[O:10])=[C:2]([O:15][CH2:14][C:13]([F:17])([F:16])[F:12])[CH:7]=1. The catalyst class is: 20. (8) Reactant: [CH2:1]([O:8][C:9]([NH:11][C@H:12]([C:16]([OH:18])=O)[CH:13]([CH3:15])[CH3:14])=[O:10])[C:2]1[CH:7]=[CH:6][CH:5]=[CH:4][CH:3]=1.[NH:19]1[CH2:24][CH2:23][O:22][CH2:21][CH2:20]1.C(N(C(C)C)C(C)C)C.F[P-](F)(F)(F)(F)F.N1(OC(N(C)C)=[N+](C)C)C2N=CC=CC=2N=N1. Product: [CH3:15][CH:13]([CH3:14])[C@H:12]([NH:11][C:9](=[O:10])[O:8][CH2:1][C:2]1[CH:3]=[CH:4][CH:5]=[CH:6][CH:7]=1)[C:16]([N:19]1[CH2:24][CH2:23][O:22][CH2:21][CH2:20]1)=[O:18]. The catalyst class is: 18.